This data is from NCI-60 drug combinations with 297,098 pairs across 59 cell lines. The task is: Regression. Given two drug SMILES strings and cell line genomic features, predict the synergy score measuring deviation from expected non-interaction effect. (1) Synergy scores: CSS=15.0, Synergy_ZIP=-1.86, Synergy_Bliss=10.8, Synergy_Loewe=-0.291, Synergy_HSA=0.936. Cell line: COLO 205. Drug 2: CS(=O)(=O)OCCCCOS(=O)(=O)C. Drug 1: C1CCN(CC1)CCOC2=CC=C(C=C2)C(=O)C3=C(SC4=C3C=CC(=C4)O)C5=CC=C(C=C5)O. (2) Drug 1: C1CCC(CC1)NC(=O)N(CCCl)N=O. Drug 2: C1=CC(=CC=C1C#N)C(C2=CC=C(C=C2)C#N)N3C=NC=N3. Cell line: RXF 393. Synergy scores: CSS=16.5, Synergy_ZIP=-5.36, Synergy_Bliss=-1.41, Synergy_Loewe=-0.286, Synergy_HSA=-0.169. (3) Drug 1: CN(C)C1=NC(=NC(=N1)N(C)C)N(C)C. Drug 2: CCC1(CC2CC(C3=C(CCN(C2)C1)C4=CC=CC=C4N3)(C5=C(C=C6C(=C5)C78CCN9C7C(C=CC9)(C(C(C8N6C)(C(=O)OC)O)OC(=O)C)CC)OC)C(=O)OC)O.OS(=O)(=O)O. Cell line: MCF7. Synergy scores: CSS=5.40, Synergy_ZIP=0.0524, Synergy_Bliss=-3.83, Synergy_Loewe=-46.6, Synergy_HSA=-6.47. (4) Drug 1: C(CN)CNCCSP(=O)(O)O. Drug 2: CC12CCC3C(C1CCC2OP(=O)(O)O)CCC4=C3C=CC(=C4)OC(=O)N(CCCl)CCCl.[Na+]. Cell line: SW-620. Synergy scores: CSS=-1.13, Synergy_ZIP=1.76, Synergy_Bliss=1.91, Synergy_Loewe=-2.18, Synergy_HSA=-2.76. (5) Drug 1: COC1=CC(=CC(=C1O)OC)C2C3C(COC3=O)C(C4=CC5=C(C=C24)OCO5)OC6C(C(C7C(O6)COC(O7)C8=CC=CS8)O)O. Drug 2: C1=C(C(=O)NC(=O)N1)F. Cell line: T-47D. Synergy scores: CSS=46.8, Synergy_ZIP=-11.2, Synergy_Bliss=-9.64, Synergy_Loewe=-4.43, Synergy_HSA=-2.21. (6) Drug 1: COC1=C2C(=CC3=C1OC=C3)C=CC(=O)O2. Drug 2: C(CN)CNCCSP(=O)(O)O. Cell line: MOLT-4. Synergy scores: CSS=-1.56, Synergy_ZIP=0.318, Synergy_Bliss=-0.399, Synergy_Loewe=-3.91, Synergy_HSA=-3.44. (7) Drug 1: CC(CN1CC(=O)NC(=O)C1)N2CC(=O)NC(=O)C2. Drug 2: CC(C)CN1C=NC2=C1C3=CC=CC=C3N=C2N. Cell line: NCI-H522. Synergy scores: CSS=12.0, Synergy_ZIP=-1.59, Synergy_Bliss=0.485, Synergy_Loewe=-0.462, Synergy_HSA=-0.705.